This data is from NCI-60 drug combinations with 297,098 pairs across 59 cell lines. The task is: Regression. Given two drug SMILES strings and cell line genomic features, predict the synergy score measuring deviation from expected non-interaction effect. (1) Drug 1: CS(=O)(=O)OCCCCOS(=O)(=O)C. Drug 2: CCC1(C2=C(COC1=O)C(=O)N3CC4=CC5=C(C=CC(=C5CN(C)C)O)N=C4C3=C2)O.Cl. Cell line: COLO 205. Synergy scores: CSS=63.3, Synergy_ZIP=1.31, Synergy_Bliss=-0.147, Synergy_Loewe=6.65, Synergy_HSA=8.38. (2) Drug 1: CCC1=CC2CC(C3=C(CN(C2)C1)C4=CC=CC=C4N3)(C5=C(C=C6C(=C5)C78CCN9C7C(C=CC9)(C(C(C8N6C)(C(=O)OC)O)OC(=O)C)CC)OC)C(=O)OC.C(C(C(=O)O)O)(C(=O)O)O. Drug 2: N.N.Cl[Pt+2]Cl. Cell line: UO-31. Synergy scores: CSS=7.09, Synergy_ZIP=2.12, Synergy_Bliss=-1.20, Synergy_Loewe=0.422, Synergy_HSA=1.14.